This data is from Forward reaction prediction with 1.9M reactions from USPTO patents (1976-2016). The task is: Predict the product of the given reaction. (1) Given the reactants O=P(Cl)(Cl)Cl.[CH3:6][C:7]1[CH:16]=[C:15]2[C:9](=[CH:10][CH:11]=[CH:12][CH:13]=[CH:14]2)[CH:8]=1.CN(C)[CH:19]=[O:20], predict the reaction product. The product is: [CH3:6][C:7]1[CH:8]=[C:9]2[C:15](=[CH:14][CH:13]=[CH:12][CH:11]=[CH:10]2)[C:16]=1[CH:19]=[O:20]. (2) Given the reactants [CH:1]([C:3]1[S:7][C:6]([C:8]([OH:10])=O)=[CH:5][C:4]=1[CH3:11])=[O:2].[OH:12][CH2:13][C:14]([NH:16][CH2:17][C@H:18]([OH:33])[CH2:19][O:20][C:21]1[C:26]([CH3:27])=[CH:25][C:24]([C:28](=[NH:31])[NH:29]O)=[CH:23][C:22]=1[CH3:32])=[O:15], predict the reaction product. The product is: [CH:1]([C:3]1[S:7][C:6]([C:8]2[O:10][N:31]=[C:28]([C:24]3[CH:23]=[C:22]([CH3:32])[C:21]([O:20][CH2:19][C@@H:18]([OH:33])[CH2:17][NH:16][C:14](=[O:15])[CH2:13][OH:12])=[C:26]([CH3:27])[CH:25]=3)[N:29]=2)=[CH:5][C:4]=1[CH3:11])=[O:2].